This data is from Reaction yield outcomes from USPTO patents with 853,638 reactions. The task is: Predict the reaction yield, written as a fraction of the theoretical maximum amount of product (1.0 means a 100% yield; for example, 0.34 means a 34% yield). The reactants are [C:1]([C:4]1[CH:27]=[CH:26][C:7]([O:8][CH2:9][C:10]2[CH:15]=[CH:14][C:13]([CH:16]([F:25])[C:17]3[CH:18]=[C:19]([CH:22]=[CH:23][CH:24]=3)[C:20]#[N:21])=[CH:12][CH:11]=2)=[C:6]([CH3:28])[C:5]=1[OH:29])(=[O:3])[CH3:2].[N-:30]=[N+:31]=[N-:32].[Na+].CN1CCCC1=O.Cl. The catalyst is O.[Br-].[Zn+2].[Br-]. The product is [F:25][CH:16]([C:17]1[CH:24]=[CH:23][CH:22]=[C:19]([C:20]2[NH:32][N:31]=[N:30][N:21]=2)[CH:18]=1)[C:13]1[CH:12]=[CH:11][C:10]([CH2:9][O:8][C:7]2[CH:26]=[CH:27][C:4]([C:1](=[O:3])[CH3:2])=[C:5]([OH:29])[C:6]=2[CH3:28])=[CH:15][CH:14]=1. The yield is 0.220.